From a dataset of Forward reaction prediction with 1.9M reactions from USPTO patents (1976-2016). Predict the product of the given reaction. (1) Given the reactants Cl[C:2]1[CH2:6][C@H:5]([CH:7]2[CH2:11][CH2:10][CH2:9][CH2:8]2)[N:4]([C:12]2[CH:19]=[CH:18][C:15]([C:16]#[N:17])=[C:14]([CH3:20])[N:13]=2)[N:3]=1.[CH3:21][O:22][C:23]1[CH:28]=[CH:27][CH:26]=[C:25](B2OC(C)(C)C(C)(C)O2)[N:24]=1, predict the reaction product. The product is: [CH:7]1([C@@H:5]2[N:4]([C:12]3[CH:19]=[CH:18][C:15]([C:16]#[N:17])=[C:14]([CH3:20])[N:13]=3)[N:3]=[C:2]([C:25]3[CH:26]=[CH:27][CH:28]=[C:23]([O:22][CH3:21])[N:24]=3)[CH2:6]2)[CH2:11][CH2:10][CH2:9][CH2:8]1. (2) Given the reactants [Br:1][C:2]1[CH:3]=[C:4]([C:8]([NH:11][CH2:12][C@@H:13]([OH:32])[C@@H:14]([NH:24][C:25](=[O:31])OC(C)(C)C)[CH2:15][C:16]2[CH:21]=[C:20]([F:22])[CH:19]=[C:18]([F:23])[CH:17]=2)([CH3:10])[CH3:9])[CH:5]=[CH:6][CH:7]=1.F[C:34](F)(F)[C:35]([OH:37])=O.[C:40](C1NC=CN=1)(=O)C.[ClH:48], predict the reaction product. The product is: [ClH:48].[C:35]([O:32][C@H:13]([CH2:12][NH:11][C:8]([C:4]1[CH:5]=[CH:6][CH:7]=[C:2]([Br:1])[CH:3]=1)([CH3:10])[CH3:9])[C@@H:14]([NH:24][C:25](=[O:31])[CH3:40])[CH2:15][C:16]1[CH:17]=[C:18]([F:23])[CH:19]=[C:20]([F:22])[CH:21]=1)(=[O:37])[CH3:34].